This data is from CYP2D6 inhibition data for predicting drug metabolism from PubChem BioAssay. The task is: Regression/Classification. Given a drug SMILES string, predict its absorption, distribution, metabolism, or excretion properties. Task type varies by dataset: regression for continuous measurements (e.g., permeability, clearance, half-life) or binary classification for categorical outcomes (e.g., BBB penetration, CYP inhibition). Dataset: cyp2d6_veith. The compound is O=C(c1ccccc1)[C@H]1[C@H](c2ccccc2[N+](=O)[O-])N1C1CCCCC1. The result is 0 (non-inhibitor).